This data is from Serine/threonine kinase 33 screen with 319,792 compounds. The task is: Binary Classification. Given a drug SMILES string, predict its activity (active/inactive) in a high-throughput screening assay against a specified biological target. (1) The molecule is s1c(nnc1NC(=O)c1ccc(n2nc(cc2C)C)cc1)C1CC1. The result is 0 (inactive). (2) The molecule is S(=O)(=O)(Cc1oc(C(=O)NCCCN2CCN(CC2)c2ccc(OC)cc2)cc1)c1ccc(OC)cc1. The result is 0 (inactive). (3) The result is 1 (active). The drug is o1c(c(c2c(NCCCN(C)C)ncnc12)c1ccc(OC)cc1)c1ccc(OC)cc1. (4) The compound is Clc1cc(NS(=O)(=O)c2c(cc3[nH]c(=O)c(=O)[nH]c3c2)C)ccc1. The result is 0 (inactive). (5) The drug is Clc1c(S(=O)(=O)N2CCCCC2)cc(C(=O)NC2CCCC2)cc1. The result is 0 (inactive). (6) The drug is Clc1cc(N2CCN(C3CCCN(C3)C(=O)Cn3nc(cc3)C)CC2)ccc1. The result is 0 (inactive).